This data is from Forward reaction prediction with 1.9M reactions from USPTO patents (1976-2016). The task is: Predict the product of the given reaction. (1) Given the reactants [Li]CCCC.C[Si](C)(C)[NH:8][Si](C)(C)C.[F:15][C:16]([F:44])([F:43])[C:17]([N:19]1[CH:24]2[CH2:25][CH2:26][CH:20]1[CH2:21][C:22](=[C:27]1[C:40]3[CH:39]=[CH:38][C:37]([C:41]#[N:42])=[CH:36][C:35]=3[O:34][C:33]3[C:28]1=[CH:29][CH:30]=[CH:31][CH:32]=3)[CH2:23]2)=[O:18], predict the reaction product. The product is: [F:44][C:16]([F:43])([F:15])[C:17]([N:19]1[CH:24]2[CH2:25][CH2:26][CH:20]1[CH2:21][C:22](=[C:27]1[C:40]3[CH:39]=[CH:38][C:37]([C:41]([NH2:8])=[NH:42])=[CH:36][C:35]=3[O:34][C:33]3[C:28]1=[CH:29][CH:30]=[CH:31][CH:32]=3)[CH2:23]2)=[O:18]. (2) Given the reactants Br[CH2:2][CH2:3][F:4].[N+:5]([C:8]1[CH:9]=[N:10][NH:11][CH:12]=1)([O-:7])=[O:6].C([O-])([O-])=O.[K+].[K+], predict the reaction product. The product is: [F:4][CH2:3][CH2:2][N:10]1[CH:9]=[C:8]([N+:5]([O-:7])=[O:6])[CH:12]=[N:11]1. (3) Given the reactants [C:1]([C:4]1[S:12][C:11]2[C:10]([N:13]3[CH2:18][CH2:17][CH:16]([CH2:19][CH2:20][NH:21][C:22]([C:24]4[S:28][C:27]([C:29]([O:31]C(C)(C)C)=[O:30])=[CH:26][CH:25]=4)=[O:23])[CH2:15][CH2:14]3)=[N:9][CH:8]=[N:7][C:6]=2[CH:5]=1)(=[O:3])[NH2:2].C(O)(C(F)(F)F)=O.C(Cl)Cl, predict the reaction product. The product is: [C:1]([C:4]1[S:12][C:11]2[C:10]([N:13]3[CH2:18][CH2:17][CH:16]([CH2:19][CH2:20][NH:21][C:22]([C:24]4[S:28][C:27]([C:29]([OH:31])=[O:30])=[CH:26][CH:25]=4)=[O:23])[CH2:15][CH2:14]3)=[N:9][CH:8]=[N:7][C:6]=2[CH:5]=1)(=[O:3])[NH2:2]. (4) Given the reactants Br[C:2]1[CH:7]=[CH:6][CH:5]=[CH:4][C:3]=1[CH2:8][CH2:9][S:10]([NH:13][C:14]1[CH:19]=[CH:18][CH:17]=[CH:16][C:15]=1[F:20])(=[O:12])=[O:11].C([O-])(=O)C.[Cs+], predict the reaction product. The product is: [F:20][C:15]1[CH:16]=[CH:17][CH:18]=[CH:19][C:14]=1[N:13]1[C:2]2[CH:7]=[CH:6][CH:5]=[CH:4][C:3]=2[CH2:8][CH2:9][S:10]1(=[O:12])=[O:11]. (5) Given the reactants Br[C:2]1[C:3]2[C:4]([S:20][C:21]3[CH:26]=[CH:25][C:24]([Cl:27])=[CH:23][CH:22]=3)=[C:5]3[CH:14]([CH2:15][C:16]([O:18][CH3:19])=[O:17])[CH2:13][CH2:12][N:6]3[C:7]=2[CH:8]=[C:9]([F:11])[CH:10]=1.[C:28]1([As](C2C=CC=CC=2)C2C=CC=CC=2)[CH:33]=CC=C[CH:29]=1.C([Sn](CCCC)(CCCC)C(C)=C)CCC, predict the reaction product. The product is: [Cl:27][C:24]1[CH:25]=[CH:26][C:21]([S:20][C:4]2[C:3]3[C:2]([C:28]([CH3:33])=[CH2:29])=[CH:10][C:9]([F:11])=[CH:8][C:7]=3[N:6]3[CH2:12][CH2:13][CH:14]([CH2:15][C:16]([O:18][CH3:19])=[O:17])[C:5]=23)=[CH:22][CH:23]=1.